Dataset: Catalyst prediction with 721,799 reactions and 888 catalyst types from USPTO. Task: Predict which catalyst facilitates the given reaction. Reactant: [CH2:1]([O:3][C:4](=[O:21])[C:5](=[C:7]1[C:16](=O)[C:15]2[C:10](=[CH:11][C:12]([O:19][CH3:20])=[C:13]([Br:18])[CH:14]=2)[O:9][CH2:8]1)O)[CH3:2].Cl.[S:23]1[CH:27]=[CH:26][CH:25]=[C:24]1[NH:28][NH2:29]. Product: [Br:18][C:13]1[C:12]([O:19][CH3:20])=[CH:11][C:10]2[O:9][CH2:8][C:7]3[C:5]([C:4]([O:3][CH2:1][CH3:2])=[O:21])=[N:29][N:28]([C:24]4[S:23][CH:27]=[CH:26][CH:25]=4)[C:16]=3[C:15]=2[CH:14]=1. The catalyst class is: 212.